The task is: Predict the reactants needed to synthesize the given product.. This data is from Full USPTO retrosynthesis dataset with 1.9M reactions from patents (1976-2016). (1) The reactants are: [NH2:1][C:2]([NH:4][C:5]1[NH:6][C:7]([C:13]2[CH:18]=[CH:17][CH:16]=[C:15]([N+:19]([O-])=O)[CH:14]=2)=[CH:8][C:9]=1[C:10]([NH2:12])=[O:11])=[O:3]. Given the product [NH2:1][C:2]([NH:4][C:5]1[NH:6][C:7]([C:13]2[CH:18]=[CH:17][CH:16]=[C:15]([NH2:19])[CH:14]=2)=[CH:8][C:9]=1[C:10]([NH2:12])=[O:11])=[O:3], predict the reactants needed to synthesize it. (2) Given the product [F:39][C:40]1[CH:48]=[C:47]2[C:43]([C:44]([C:58]3[CH:59]=[C:60]4[C:64](=[CH:65][CH:66]=3)[N:63]([CH:30]3[CH2:35][CH2:34][N:33]([C:36](=[O:38])[CH3:37])[CH2:32][CH2:31]3)[N:62]=[CH:61]4)=[CH:45][NH:46]2)=[CH:42][CH:41]=1, predict the reactants needed to synthesize it. The reactants are: FC1C=C2C(C(C3C=C4C(C=NN4C[CH:30]4[CH2:35][CH2:34][N:33]([C:36](=[O:38])[CH3:37])[CH2:32][CH2:31]4)=CC=3)=CN2S(C2C=CC=CC=2)(=O)=O)=CC=1.[F:39][C:40]1[CH:48]=[C:47]2[C:43]([C:44]([C:58]3[CH:66]=[CH:65][C:64]4[C:60](=[CH:61][N:62](CC(N)=O)[N:63]=4)[CH:59]=3)=[CH:45][N:46]2S(C2C=CC=CC=2)(=O)=O)=[CH:42][CH:41]=1. (3) Given the product [C:20]([O:19][C:17]([N:15]1[CH2:16][CH:13]([CH2:12][I:24])[CH2:14]1)=[O:18])([CH3:23])([CH3:22])[CH3:21], predict the reactants needed to synthesize it. The reactants are: S(O[CH2:12][CH:13]1[CH2:16][N:15]([C:17]([O:19][C:20]([CH3:23])([CH3:22])[CH3:21])=[O:18])[CH2:14]1)(C1C=CC(C)=CC=1)(=O)=O.[I-:24].[Li+]. (4) Given the product [CH3:1][O:2][C:3]1[CH:8]=[CH:7][C:6]([NH2:9])=[C:5]([CH:12]2[CH2:17][C:16]([CH3:19])([CH3:18])[CH2:15][C:14]([CH3:21])([CH3:20])[CH2:13]2)[CH:4]=1, predict the reactants needed to synthesize it. The reactants are: [CH3:1][O:2][C:3]1[CH:8]=[CH:7][C:6]([N+:9]([O-])=O)=[C:5]([C:12]2[CH2:17][C:16]([CH3:19])([CH3:18])[CH2:15][C:14]([CH3:21])([CH3:20])[CH:13]=2)[CH:4]=1.CO.